This data is from Reaction yield outcomes from USPTO patents with 853,638 reactions. The task is: Predict the reaction yield, written as a fraction of the theoretical maximum amount of product (1.0 means a 100% yield; for example, 0.34 means a 34% yield). (1) The reactants are [NH2:1][CH2:2][C:3]1[C:4]([NH2:10])=[N:5][C:6]([CH3:9])=[N:7][CH:8]=1.[C:11]1(=[O:17])[O:16][C:14](=[O:15])[CH2:13][CH2:12]1. The catalyst is N1C=CC=CC=1. The product is [NH2:10][C:4]1[C:3]([CH2:2][NH:1][C:11](=[O:17])[CH2:12][CH2:13][C:14]([OH:16])=[O:15])=[CH:8][N:7]=[C:6]([CH3:9])[N:5]=1. The yield is 1.00. (2) The reactants are [CH3:1][NH:2][CH3:3].[H-].[Na+].Cl[S:7]([CH:10]1[CH2:15][CH2:14][N:13]([C:16]([O:18][CH2:19][C:20]2[CH:25]=[CH:24][CH:23]=[CH:22][CH:21]=2)=[O:17])[CH2:12][CH2:11]1)(=[O:9])=[O:8].O. The catalyst is CN(C)C=O. The product is [CH3:1][N:2]([CH3:3])[S:7]([CH:10]1[CH2:11][CH2:12][N:13]([C:16]([O:18][CH2:19][C:20]2[CH:25]=[CH:24][CH:23]=[CH:22][CH:21]=2)=[O:17])[CH2:14][CH2:15]1)(=[O:8])=[O:9]. The yield is 0.800. (3) The reactants are [Cl:1][C:2]1[N:10]=[CH:9][C:8]([F:11])=[CH:7][C:3]=1[C:4]([NH2:6])=O.ClCCl.C(N(CC)CC)C.FC(F)(F)C(OC(=O)C(F)(F)F)=O. The catalyst is O. The product is [Cl:1][C:2]1[N:10]=[CH:9][C:8]([F:11])=[CH:7][C:3]=1[C:4]#[N:6]. The yield is 0.920.